Dataset: Catalyst prediction with 721,799 reactions and 888 catalyst types from USPTO. Task: Predict which catalyst facilitates the given reaction. (1) Reactant: [CH3:1][Mg+].[Br-].CON(C)[C:7]([C:9]1[C:14](=[O:15])[C:13]([O:16][CH3:17])=[CH:12][N:11]([C:18]2[CH:23]=[CH:22][CH:21]=[C:20]([C:24]([F:27])([F:26])[F:25])[CH:19]=2)[N:10]=1)=[O:8]. Product: [C:7]([C:9]1[C:14](=[O:15])[C:13]([O:16][CH3:17])=[CH:12][N:11]([C:18]2[CH:23]=[CH:22][CH:21]=[C:20]([C:24]([F:27])([F:26])[F:25])[CH:19]=2)[N:10]=1)(=[O:8])[CH3:1]. The catalyst class is: 1. (2) Reactant: Br[CH2:2][CH2:3][CH2:4][CH2:5][O:6][C:7]1[CH:16]=[C:15]2[C:10]([CH2:11][CH2:12][NH:13][C:14]2=[O:17])=[CH:9][CH:8]=1.[Na+].[I-].[Cl:20][C:21]1[C:26]([Cl:27])=[CH:25][CH:24]=[CH:23][C:22]=1[N:28]1[CH2:34][CH2:33][CH2:32][N:31](CCCCOC2C=C3C(CCC(=O)N3)=CC=2)[CH2:30][CH2:29]1.C([O-])([O-])=O.[K+].[K+]. Product: [Cl:20][C:21]1[C:26]([Cl:27])=[CH:25][CH:24]=[CH:23][C:22]=1[N:28]1[CH2:34][CH2:33][CH2:32][N:31]([CH2:2][CH2:3][CH2:4][CH2:5][O:6][C:7]2[CH:16]=[C:15]3[C:10]([CH2:11][CH2:12][NH:13][C:14]3=[O:17])=[CH:9][CH:8]=2)[CH2:30][CH2:29]1. The catalyst class is: 144. (3) Reactant: [CH3:1][C:2]1[C:6]([C:7]2[CH:19]=[C:18]([C:20]([NH2:22])=[O:21])[C:17]3[C:16]4[C:11](=[CH:12][C:13]([C:23]([OH:26])([CH3:25])[CH3:24])=[CH:14][CH:15]=4)[N:10]([C@H:27]([C:34]4[CH:39]=[CH:38][CH:37]=[CH:36][CH:35]=4)[CH:28]4[CH2:33][CH2:32][O:31][CH2:30][CH2:29]4)[C:9]=3[CH:8]=2)=[C:5]([CH3:40])[O:4][N:3]=1.[C:41](O)(C(F)(F)F)=O. Product: [CH3:40][C:5]1[O:4][N:3]=[C:2]([CH3:1])[C:6]=1[C:7]1[CH:19]=[C:18]([C:20]([NH2:22])=[O:21])[C:17]2[C:16]3[C:11](=[CH:12][C:13]([C:23]([O:26][CH3:41])([CH3:25])[CH3:24])=[CH:14][CH:15]=3)[N:10]([C@@H:27]([CH:28]3[CH2:33][CH2:32][O:31][CH2:30][CH2:29]3)[C:34]3[CH:39]=[CH:38][CH:37]=[CH:36][CH:35]=3)[C:9]=2[CH:8]=1. The catalyst class is: 5. (4) Reactant: C1([O:7][C:8](=O)[NH:9][CH2:10][CH:11]2[CH2:16][CH2:15][C:14]([N:23]([CH3:25])[CH3:24])([C:17]3[CH:22]=[CH:21][CH:20]=[CH:19][CH:18]=3)[CH2:13][CH2:12]2)C=CC=CC=1.[F:27][C:28]1[CH:29]=[C:30]2[C:34](=[CH:35][CH:36]=1)[NH:33][CH:32]=[C:31]2[C:37]1[CH2:38][CH2:39][NH:40][CH2:41][CH:42]=1. Product: [CH3:24][N:23]([CH3:25])[C:14]1([C:17]2[CH:18]=[CH:19][CH:20]=[CH:21][CH:22]=2)[CH2:15][CH2:16][CH:11]([CH2:10][NH:9][C:8]([N:40]2[CH2:39][CH:38]=[C:37]([C:31]3[C:30]4[C:34](=[CH:35][CH:36]=[C:28]([F:27])[CH:29]=4)[NH:33][CH:32]=3)[CH2:42][CH2:41]2)=[O:7])[CH2:12][CH2:13]1. The catalyst class is: 12.